From a dataset of Peptide-MHC class I binding affinity with 185,985 pairs from IEDB/IMGT. Regression. Given a peptide amino acid sequence and an MHC pseudo amino acid sequence, predict their binding affinity value. This is MHC class I binding data. (1) The peptide sequence is DMMFINSTCY. The MHC is HLA-A03:01 with pseudo-sequence HLA-A03:01. The binding affinity (normalized) is 0.380. (2) The peptide sequence is KAGQYVTIW. The MHC is HLA-B07:02 with pseudo-sequence HLA-B07:02. The binding affinity (normalized) is 0.0339. (3) The peptide sequence is LMKAPGTYH. The MHC is HLA-B15:02 with pseudo-sequence HLA-B15:02. The binding affinity (normalized) is 0.487. (4) The peptide sequence is DMYQSVCRK. The MHC is HLA-A68:01 with pseudo-sequence HLA-A68:01. The binding affinity (normalized) is 0.662. (5) The peptide sequence is KSRQGDTKV. The MHC is HLA-A03:01 with pseudo-sequence HLA-A03:01. The binding affinity (normalized) is 0.0847.